Dataset: Full USPTO retrosynthesis dataset with 1.9M reactions from patents (1976-2016). Task: Predict the reactants needed to synthesize the given product. (1) The reactants are: [CH:1]1([C:13]([OH:15])=[O:14])[CH2:6][CH2:5][CH:4]([C:7]([OH:9])=[O:8])[CH2:3][CH:2]1[C:10]([OH:12])=O.C(OC(=O)C)(=O)C. Given the product [CH:1]12[C:13](=[O:14])[O:15][C:10](=[O:12])[CH:2]1[CH2:3][CH:4]([C:7]([OH:9])=[O:8])[CH2:5][CH2:6]2, predict the reactants needed to synthesize it. (2) Given the product [CH3:37][O:38][C:39]1[CH:40]=[C:41]2[C:46](=[CH:47][C:48]=1[O:49][CH3:50])[N:45]=[CH:44][CH:43]=[C:42]2[O:51][C:52]1[CH:58]=[CH:57][C:55]([NH:56][C:34]([NH:33][C:31]([C:30]2[CH:29]=[C:28]([CH3:36])[O:27][C:26]=2[CH3:25])=[O:32])=[S:35])=[C:54]([F:59])[CH:53]=1, predict the reactants needed to synthesize it. The reactants are: S(Cl)(Cl)=O.CC1OC(C)=CC=1C(O)=O.CC1OC(C)=CC=1C(Cl)=O.[CH3:25][C:26]1[O:27][C:28]([CH3:36])=[CH:29][C:30]=1[C:31]([N:33]=[C:34]=[S:35])=[O:32].[CH3:37][O:38][C:39]1[CH:40]=[C:41]2[C:46](=[CH:47][C:48]=1[O:49][CH3:50])[N:45]=[CH:44][CH:43]=[C:42]2[O:51][C:52]1[CH:58]=[CH:57][C:55]([NH2:56])=[C:54]([F:59])[CH:53]=1. (3) Given the product [C:23]1([C:29]2[CH:38]=[C:37]([O:1][C@H:2]3[CH2:6][N:5]([C:7]([O:9][C:10]([CH3:12])([CH3:13])[CH3:11])=[O:8])[C@H:4]([C:14]([O:16][CH2:17][CH2:18][Si:19]([CH3:22])([CH3:21])[CH3:20])=[O:15])[CH2:3]3)[C:36]3[C:31](=[CH:32][CH:33]=[C:34]([CH:40]=[CH2:41])[CH:35]=3)[N:30]=2)[CH:28]=[CH:27][CH:26]=[CH:25][CH:24]=1, predict the reactants needed to synthesize it. The reactants are: [OH:1][C@@H:2]1[CH2:6][N:5]([C:7]([O:9][C:10]([CH3:13])([CH3:12])[CH3:11])=[O:8])[C@H:4]([C:14]([O:16][CH2:17][CH2:18][Si:19]([CH3:22])([CH3:21])[CH3:20])=[O:15])[CH2:3]1.[C:23]1([C:29]2[NH:30][C:31]3[C:36]([C:37](=O)[CH:38]=2)=[CH:35][C:34]([CH:40]=[CH2:41])=[CH:33][CH:32]=3)[CH:28]=[CH:27][CH:26]=[CH:25][CH:24]=1.C1C=CC(P(C2C=CC=CC=2)C2C=CC=CC=2)=CC=1.CCOC(/N=N/C(OCC)=O)=O.